This data is from Catalyst prediction with 721,799 reactions and 888 catalyst types from USPTO. The task is: Predict which catalyst facilitates the given reaction. Reactant: [Cl:1][C:2]1[CH:3]=[CH:4][C:5]2[N:11]3[C:12]([C:15]4[N:16]=[N:17][NH:18][N:19]=4)=[CH:13][CH:14]=[C:10]3[C@@H:9]([CH2:20][CH2:21][C:22]([O:24]C)=[O:23])[O:8][C@H:7]([C:26]3[CH:31]=[CH:30][CH:29]=[C:28]([O:32][CH3:33])[C:27]=3[O:34][CH3:35])[C:6]=2[CH:36]=1. Product: [Cl:1][C:2]1[CH:3]=[CH:4][C:5]2[N:11]3[C:12]([C:15]4[N:19]=[N:18][NH:17][N:16]=4)=[CH:13][CH:14]=[C:10]3[C@@H:9]([CH2:20][CH2:21][C:22]([OH:24])=[O:23])[O:8][C@H:7]([C:26]3[CH:31]=[CH:30][CH:29]=[C:28]([O:32][CH3:33])[C:27]=3[O:34][CH3:35])[C:6]=2[CH:36]=1. The catalyst class is: 5.